Dataset: Merck oncology drug combination screen with 23,052 pairs across 39 cell lines. Task: Regression. Given two drug SMILES strings and cell line genomic features, predict the synergy score measuring deviation from expected non-interaction effect. (1) Drug 1: CN(C)C(=N)N=C(N)N. Drug 2: COC1=C2CC(C)CC(OC)C(O)C(C)C=C(C)C(OC(N)=O)C(OC)C=CC=C(C)C(=O)NC(=CC1=O)C2=O. Cell line: UACC62. Synergy scores: synergy=-12.1. (2) Drug 1: CCC1=CC2CN(C1)Cc1c([nH]c3ccccc13)C(C(=O)OC)(c1cc3c(cc1OC)N(C)C1C(O)(C(=O)OC)C(OC(C)=O)C4(CC)C=CCN5CCC31C54)C2. Drug 2: Cc1nc(Nc2ncc(C(=O)Nc3c(C)cccc3Cl)s2)cc(N2CCN(CCO)CC2)n1. Cell line: HT29. Synergy scores: synergy=-1.34. (3) Drug 1: O=c1[nH]cc(F)c(=O)[nH]1. Drug 2: CCc1cnn2c(NCc3ccc[n+]([O-])c3)cc(N3CCCCC3CCO)nc12. Cell line: OVCAR3. Synergy scores: synergy=2.71. (4) Drug 1: CC1(c2nc3c(C(N)=O)cccc3[nH]2)CCCN1. Drug 2: CNC(=O)c1cc(Oc2ccc(NC(=O)Nc3ccc(Cl)c(C(F)(F)F)c3)cc2)ccn1. Cell line: A375. Synergy scores: synergy=16.7.